Dataset: Forward reaction prediction with 1.9M reactions from USPTO patents (1976-2016). Task: Predict the product of the given reaction. (1) Given the reactants [Cl:1][C:2]1[CH:7]=[CH:6][C:5]([C@@H:8]([NH:10][C:11](=[O:35])[N:12]([CH2:25][C:26]2[CH:34]=[CH:33][C:29]([C:30](O)=[O:31])=[CH:28][CH:27]=2)[C:13]2[CH:18]=[CH:17][C:16]([CH:19]3[CH2:24][CH2:23][CH2:22][CH2:21][CH2:20]3)=[CH:15][CH:14]=2)[CH3:9])=[CH:4][CH:3]=1.C1C=CC2N(O)N=NC=2C=1.CCN=C=NCCCN(C)C.Cl.[CH3:58][O:59][C:60](=[O:64])[CH2:61][CH2:62][NH2:63].C(N(CC)C(C)C)(C)C, predict the reaction product. The product is: [CH3:58][O:59][C:60](=[O:64])[CH2:61][CH2:62][NH:63][C:30](=[O:31])[C:29]1[CH:33]=[CH:34][C:26]([CH2:25][N:12]([C:13]2[CH:14]=[CH:15][C:16]([CH:19]3[CH2:20][CH2:21][CH2:22][CH2:23][CH2:24]3)=[CH:17][CH:18]=2)[C:11]([NH:10][C@H:8]([C:5]2[CH:6]=[CH:7][C:2]([Cl:1])=[CH:3][CH:4]=2)[CH3:9])=[O:35])=[CH:27][CH:28]=1. (2) Given the reactants [F:1][C:2]1[CH:7]=[CH:6][C:5]([N:8]2[CH:12]=[CH:11][C:10]([C:13]([OH:15])=O)=[N:9]2)=[CH:4][CH:3]=1.[CH3:16][C:17]1[CH:18]=[CH:19][N:20]2[CH:25]=[CH:24][N:23]=[C:22]([N:26]3[CH2:30][CH2:29][C@H:28]([NH2:31])[CH2:27]3)[C:21]=12.CCCP(=O)=O.CN1CCOCC1, predict the reaction product. The product is: [F:1][C:2]1[CH:3]=[CH:4][C:5]([N:8]2[CH:12]=[CH:11][C:10]([C:13]([NH:31][C@H:28]3[CH2:29][CH2:30][N:26]([C:22]4[C:21]5[N:20]([CH:19]=[CH:18][C:17]=5[CH3:16])[CH:25]=[CH:24][N:23]=4)[CH2:27]3)=[O:15])=[N:9]2)=[CH:6][CH:7]=1.